Task: Predict the product of the given reaction.. Dataset: Forward reaction prediction with 1.9M reactions from USPTO patents (1976-2016) (1) Given the reactants [NH2:1][C:2]1[CH:7]=[C:6]([N:8]2[CH2:12][CH2:11][C@:10]([CH:15]3[CH2:17][CH2:16]3)([C:13]#[N:14])[C:9]2=[O:18])[CH:5]=[CH:4][N:3]=1.Cl[C:20]1[N:25]=[CH:24][C:23]([C:26]([CH3:35])([CH3:34])[C:27]([N:29]([CH2:31][CH2:32][OH:33])[CH3:30])=[O:28])=[CH:22][CH:21]=1.C(=O)([O-])[O-].[K+].[K+].C1(P(C2CCCCC2)C2C(OC)=CC=C(OC)C=2C2C(C(C)C)=CC(C(C)C)=CC=2C(C)C)CCCCC1.C(=O)([O-])O.[Na+], predict the reaction product. The product is: [C:13]([C@@:10]1([CH:15]2[CH2:17][CH2:16]2)[CH2:11][CH2:12][N:8]([C:6]2[CH:5]=[CH:4][N:3]=[C:2]([NH:1][C:20]3[N:25]=[CH:24][C:23]([C:26]([CH3:35])([CH3:34])[C:27]([N:29]([CH2:31][CH2:32][OH:33])[CH3:30])=[O:28])=[CH:22][CH:21]=3)[CH:7]=2)[C:9]1=[O:18])#[N:14]. (2) Given the reactants [ClH:1].O[CH2:3][C:4]1[C:9]([CH2:10]O)=[CH:8][CH:7]=[CH:6][N:5]=1.S(Cl)([Cl:14])=O, predict the reaction product. The product is: [Cl:1][CH2:3][C:4]1[C:9]([CH2:10][Cl:14])=[CH:8][CH:7]=[CH:6][N:5]=1.